From a dataset of Full USPTO retrosynthesis dataset with 1.9M reactions from patents (1976-2016). Predict the reactants needed to synthesize the given product. Given the product [O:23]([CH2:30][CH2:31][NH:32][C:2]1[N:9]=[C:8]([NH:10][C:11]2[CH:15]=[C:14]([CH3:16])[NH:13][N:12]=2)[CH:7]=[C:6]([C:17]2[CH:18]=[N:19][CH:20]=[CH:21][CH:22]=2)[C:3]=1[C:4]#[N:5])[C:24]1[CH:29]=[CH:28][CH:27]=[CH:26][CH:25]=1, predict the reactants needed to synthesize it. The reactants are: Cl[C:2]1[N:9]=[C:8]([NH:10][C:11]2[CH:15]=[C:14]([CH3:16])[NH:13][N:12]=2)[CH:7]=[C:6]([C:17]2[CH:18]=[N:19][CH:20]=[CH:21][CH:22]=2)[C:3]=1[C:4]#[N:5].[O:23]([CH2:30][CH2:31][NH2:32])[C:24]1[CH:29]=[CH:28][CH:27]=[CH:26][CH:25]=1.C(=O)([O-])O.[Na+].CS(C)=O.